From a dataset of Full USPTO retrosynthesis dataset with 1.9M reactions from patents (1976-2016). Predict the reactants needed to synthesize the given product. (1) Given the product [CH2:1]([O:3][C:4]([C:6]1[C:7]([O:18][CH3:19])=[C:8]2[C:13]([Cl:22])=[C:12]([C:15]#[N:16])[CH:11]=[N:10][N:9]2[CH:17]=1)=[O:5])[CH3:2], predict the reactants needed to synthesize it. The reactants are: [CH2:1]([O:3][C:4]([C:6]1[C:7]([O:18][CH3:19])=[C:8]2[C:13](O)=[C:12]([C:15]#[N:16])[CH:11]=[N:10][N:9]2[CH:17]=1)=[O:5])[CH3:2].O=P(Cl)(Cl)[Cl:22]. (2) The reactants are: [Br:1][C:2]1[C:3]([CH3:21])=[C:4]([N:8]2[C:17](=[O:18])[C:16]3[C:11](=[CH:12][CH:13]=[C:14]([F:19])[CH:15]=3)[NH:10][C:9]2=[O:20])[CH:5]=[CH:6][CH:7]=1.IC.[C:24]([O-])([O-])=O.[Cs+].[Cs+]. Given the product [Br:1][C:2]1[C:3]([CH3:21])=[C:4]([N:8]2[C:17](=[O:18])[C:16]3[C:11](=[CH:12][CH:13]=[C:14]([F:19])[CH:15]=3)[N:10]([CH3:24])[C:9]2=[O:20])[CH:5]=[CH:6][CH:7]=1, predict the reactants needed to synthesize it. (3) Given the product [C:3]([CH2:2][CH2:64][CH2:65][CH2:66][CH2:8][N:9]([CH3:70])[C@H:10]([C:14]([NH:16][C@H:17]([C:21]([N:23]([C@@H:25]([C@@H:59]([CH3:62])[CH2:60][CH3:61])[C@H:26]([O:57][CH3:58])[CH2:27][C:28]([N:30]1[CH2:34][CH2:33][CH2:32][C@H:31]1[C@H:35]([O:55][CH3:56])[C@@H:36]([CH3:54])[C:37]([NH:39][C@@H:40]([CH2:44][C:45]1[C:53]2[C:48](=[CH:49][CH:50]=[CH:51][CH:52]=2)[NH:47][CH:46]=1)[C:41]([NH2:43])=[O:42])=[O:38])=[O:29])[CH3:24])=[O:22])[CH:18]([CH3:20])[CH3:19])=[O:15])[CH:11]([CH3:13])[CH3:12])([OH:5])=[O:4], predict the reactants needed to synthesize it. The reactants are: F[C:2](F)(F)[C:3]([OH:5])=[O:4].[CH3:8][NH:9][C@H:10]([C:14]([NH:16][C@H:17]([C:21]([N:23]([C@@H:25]([C@@H:59]([CH3:62])[CH2:60][CH3:61])[C@H:26]([O:57][CH3:58])[CH2:27][C:28]([N:30]1[CH2:34][CH2:33][CH2:32][C@H:31]1[C@H:35]([O:55][CH3:56])[C@@H:36]([CH3:54])[C:37]([NH:39][C@@H:40]([CH2:44][C:45]1[C:53]2[C:48](=[CH:49][CH:50]=[CH:51][CH:52]=2)[NH:47][CH:46]=1)[C:41]([NH2:43])=[O:42])=[O:38])=[O:29])[CH3:24])=[O:22])[CH:18]([CH3:20])[CH3:19])=[O:15])[CH:11]([CH3:13])[CH3:12].O=[CH:64][CH2:65][CH2:66]C(O)=O.[C:70]([BH3-])#N.[Na+]. (4) Given the product [CH:1]1([O:6][CH2:7][CH2:8][O:9][C:10]2[CH:20]=[CH:19][C:13]([O:14][CH2:15][CH:16]([OH:17])[CH2:18][NH:22][CH2:23][CH2:24][NH:25][C:26]([NH:28][C:29]3[CH:34]=[CH:33][C:32]([O:35][CH2:36][CH2:37][F:38])=[CH:31][CH:30]=3)=[O:27])=[CH:12][CH:11]=2)[CH2:5][CH2:4][CH2:3][CH2:2]1, predict the reactants needed to synthesize it. The reactants are: [CH:1]1([O:6][CH2:7][CH2:8][O:9][C:10]2[CH:20]=[CH:19][C:13]([O:14][CH2:15][CH:16]3[CH2:18][O:17]3)=[CH:12][CH:11]=2)[CH2:5][CH2:4][CH2:3][CH2:2]1.Cl.[NH2:22][CH2:23][CH2:24][NH:25][C:26]([NH:28][C:29]1[CH:34]=[CH:33][C:32]([O:35][CH2:36][CH2:37][F:38])=[CH:31][CH:30]=1)=[O:27].C1(OCCOC2C=CC(OCC(O)CNCCNC(NC3C=CC([N+]([O-])=O)=CC=3)=O)=CC=2)CCCC1. (5) The reactants are: [OH:1][CH2:2][C:3]1[CH:8]=[CH:7][C:6]([C@@H:9]([NH:11][C:12]2[N:17]=[C:16]([N:18]3[C@@H:22]([CH:23]([CH3:25])[CH3:24])[CH2:21][O:20][C:19]3=[O:26])[CH:15]=[CH:14][N:13]=2)[CH3:10])=[CH:5][CH:4]=1. Given the product [CH:23]([C@H:22]1[CH2:21][O:20][C:19](=[O:26])[N:18]1[C:16]1[CH:15]=[CH:14][N:13]=[C:12]([NH:11][C@H:9]([C:6]2[CH:5]=[CH:4][C:3]([CH:2]=[O:1])=[CH:8][CH:7]=2)[CH3:10])[N:17]=1)([CH3:24])[CH3:25], predict the reactants needed to synthesize it. (6) Given the product [CH3:1][C:2]1[N:7]=[C:6]([O:8][CH2:9][C@H:10]2[CH2:12][C@@H:11]2[C:13]2[CH:18]=[CH:17][C:16]([CH3:30])=[CH:15][N:14]=2)[C:5]([CH:19]2[CH2:28][CH2:27][C:22](=[O:23])[CH2:21][CH2:20]2)=[CH:4][N:3]=1, predict the reactants needed to synthesize it. The reactants are: [CH3:1][C:2]1[N:7]=[C:6]([O:8][CH2:9][C@H:10]2[CH2:12][C@@H:11]2[C:13]2[CH:18]=[CH:17][CH:16]=[CH:15][N:14]=2)[C:5]([CH:19]2[CH2:28][CH2:27][C:22]3(OCC[O:23]3)[CH2:21][CH2:20]2)=[CH:4][N:3]=1.F[C:30](F)(F)C(O)=O. (7) Given the product [C:50]([O:49][C:47]([NH:1][C:2]1[CH:3]=[CH:4][C:5]([O:6][CH2:7][C:8]2[N:12]([CH2:13][CH2:14][CH2:15][CH:16]3[CH2:21][CH2:20][CH2:19][N:18]([C:22]([O:24][C:25]([CH3:27])([CH3:28])[CH3:26])=[O:23])[CH2:17]3)[C:11]3[CH:29]=[CH:30][CH:31]=[C:32]([CH3:33])[C:10]=3[N:9]=2)=[CH:34][CH:35]=1)=[O:48])([CH3:53])([CH3:52])[CH3:51], predict the reactants needed to synthesize it. The reactants are: [NH2:1][C:2]1[CH:35]=[CH:34][C:5]([O:6][CH2:7][C:8]2[N:12]([CH2:13][CH2:14][CH2:15][CH:16]3[CH2:21][CH2:20][CH2:19][N:18]([C:22]([O:24][C:25]([CH3:28])([CH3:27])[CH3:26])=[O:23])[CH2:17]3)[C:11]3[CH:29]=[CH:30][CH:31]=[C:32]([CH3:33])[C:10]=3[N:9]=2)=[CH:4][CH:3]=1.O1CCCC1.C(=O)([O-])[O-].[K+].[K+].[C:47](O[C:47]([O:49][C:50]([CH3:53])([CH3:52])[CH3:51])=[O:48])([O:49][C:50]([CH3:53])([CH3:52])[CH3:51])=[O:48]. (8) The reactants are: [CH3:1][C:2]([CH3:12])([CH2:7][CH:8]=[C:9]([CH3:11])[CH3:10])[C:3]([O:5]C)=[O:4].[OH-].[Na+]. Given the product [CH3:1][C:2]([CH3:12])([CH2:7][CH:8]=[C:9]([CH3:11])[CH3:10])[C:3]([OH:5])=[O:4], predict the reactants needed to synthesize it.